This data is from HIV replication inhibition screening data with 41,000+ compounds from the AIDS Antiviral Screen. The task is: Binary Classification. Given a drug SMILES string, predict its activity (active/inactive) in a high-throughput screening assay against a specified biological target. The drug is C(=CNc1ccc(Oc2ccccc2)cc1)C=Nc1ccc(Oc2ccccc2)cc1. The result is 0 (inactive).